From a dataset of Reaction yield outcomes from USPTO patents with 853,638 reactions. Predict the reaction yield, written as a fraction of the theoretical maximum amount of product (1.0 means a 100% yield; for example, 0.34 means a 34% yield). The reactants are [CH2:1]([C:4]1[N:5]=[C:6]([C@@H:26]2[C@H:30]([CH2:31][CH3:32])[CH2:29][C@H:28]([NH:33][S:34]([CH:37]3[CH2:39][CH2:38]3)(=[O:36])=[O:35])[CH2:27]2)[N:7]2[C:12]3[CH:13]=[CH:14][N:15](S(C4C=CC(C)=CC=4)(=O)=O)[C:11]=3[N:10]=[CH:9][C:8]=12)[CH:2]=C.I([O-])(=O)(=O)=O.[Na+].[BH4-].[Na+].Cl.CCN(C(C)C)C(C)C.[CH3:58][S:59](Cl)(=[O:61])=[O:60].C[S-].[Na+].OOS([O-])=O.[K+]. The catalyst is O1CCOCC1.O.C(Cl)Cl.C([O-])(O)=O.[Na+].CS(C)=O.[Os](=O)(=O)(=O)=O. The product is [CH2:31]([C@H:30]1[C@@H:26]([C:6]2[N:7]3[C:12]4[CH:13]=[CH:14][NH:15][C:11]=4[N:10]=[CH:9][C:8]3=[C:4]([CH2:1][CH2:2][S:59]([CH3:58])(=[O:61])=[O:60])[N:5]=2)[CH2:27][C@@H:28]([NH:33][S:34]([CH:37]2[CH2:39][CH2:38]2)(=[O:35])=[O:36])[CH2:29]1)[CH3:32]. The yield is 0.0140.